This data is from Full USPTO retrosynthesis dataset with 1.9M reactions from patents (1976-2016). The task is: Predict the reactants needed to synthesize the given product. (1) Given the product [C:1]([N:4]1[C:13]2[C:8](=[CH:9][C:10]([C:14]3[N:15]=[N:16][N:17]([CH2:19][CH2:20][OH:21])[CH:18]=3)=[CH:11][CH:12]=2)[C@H:7]([NH:29][C:32]2[CH:37]=[C:36]([CH3:38])[CH:35]=[CH:34][N:33]=2)[CH2:6][C@@H:5]1[CH3:30])(=[O:3])[CH3:2], predict the reactants needed to synthesize it. The reactants are: [C:1]([N:4]1[C:13]2[C:8](=[CH:9][C:10]([C:14]3[N:15]=[N:16][N:17]([CH2:19][CH2:20][O:21][Si](C(C)(C)C)(C)C)[CH:18]=3)=[CH:11][CH:12]=2)[C@H:7]([NH2:29])[CH2:6][C@@H:5]1[CH3:30])(=[O:3])[CH3:2].Cl[C:32]1[CH:37]=[C:36]([CH3:38])[CH:35]=[CH:34][N:33]=1.CC(C)([O-])C.[Na+].C1(P(C2CCCCC2)C2C=CC=CC=2C2C(N(C)C)=CC=CC=2)CCCCC1. (2) The reactants are: [F:1][C:2]1[CH:11]=[CH:10][CH:9]=[C:8]2[C:3]=1[CH:4]=[CH:5][C:6]([N:12]1[CH2:17][CH2:16][N:15](C(=O)C(F)(F)F)[C@H:14]([CH3:24])[CH2:13]1)=[CH:7]2.[BH4-].[Na+]. Given the product [F:1][C:2]1[CH:11]=[CH:10][CH:9]=[C:8]2[C:3]=1[CH:4]=[CH:5][C:6]([N:12]1[CH2:17][CH2:16][NH:15][C@H:14]([CH3:24])[CH2:13]1)=[CH:7]2, predict the reactants needed to synthesize it. (3) Given the product [NH2:1][C:2]1[C:3]([C:9]([NH:11][C:12]2[CH:13]=[N:14][CH:15]=[CH:16][C:17]=2[N:18]2[CH2:23][CH2:22][CH2:21][CH:20]([NH:24][CH:29]3[CH2:30][CH2:31][N:26]([CH3:25])[CH2:27][CH2:28]3)[CH2:19]2)=[O:10])=[N:4][C:5]([Br:8])=[CH:6][N:7]=1, predict the reactants needed to synthesize it. The reactants are: [NH2:1][C:2]1[C:3]([C:9]([NH:11][C:12]2[CH:13]=[N:14][CH:15]=[CH:16][C:17]=2[N:18]2[CH2:23][CH2:22][CH2:21][CH:20]([NH2:24])[CH2:19]2)=[O:10])=[N:4][C:5]([Br:8])=[CH:6][N:7]=1.[CH3:25][N:26]1[CH2:31][CH2:30][C:29](=O)[CH2:28][CH2:27]1.C(O[BH-](OC(=O)C)OC(=O)C)(=O)C.[Na+].